Dataset: Catalyst prediction with 721,799 reactions and 888 catalyst types from USPTO. Task: Predict which catalyst facilitates the given reaction. (1) Reactant: [O-]S([O-])(=O)=O.[Na+].[Na+].[NH2:8][C:9]1[CH:10]=[C:11]([CH:17]([NH:23][C:24]2[CH:29]=[CH:28][C:27]([C:30]#[N:31])=[CH:26][CH:25]=2)[C:18]([O:20][CH2:21][CH3:22])=[O:19])[CH:12]=[C:13]([CH2:15][CH3:16])[CH:14]=1.[CH3:32][N:33]1[CH2:38][CH2:37][C:36](=O)[CH2:35][CH2:34]1.C([O-])(O)=O.[Na+]. Product: [C:30]([C:27]1[CH:28]=[CH:29][C:24]([NH:23][CH:17]([C:11]2[CH:10]=[C:9]([NH:8][CH:36]3[CH2:37][CH2:38][N:33]([CH3:32])[CH2:34][CH2:35]3)[CH:14]=[C:13]([CH2:15][CH3:16])[CH:12]=2)[C:18]([O:20][CH2:21][CH3:22])=[O:19])=[CH:25][CH:26]=1)#[N:31]. The catalyst class is: 15. (2) Product: [CH2:27]([NH:26][C:24]([C:23]1[CH:29]=[CH:30][C:20]([N:17]2[C:1](/[CH:2]=[CH:3]/[C:4]3[CH:5]=[CH:6][CH:7]=[CH:8][CH:9]=3)=[C:11]([C:12]([OH:14])=[O:13])[N:19]=[N:18]2)=[CH:21][CH:22]=1)=[O:25])[CH3:28]. Reactant: [C:1]([CH2:11][C:12]([O:14]CC)=[O:13])(=O)[CH:2]=[CH:3][C:4]1[CH:9]=[CH:8][CH:7]=[CH:6][CH:5]=1.[N:17]([C:20]1[CH:30]=[CH:29][C:23]([C:24]([NH:26][CH2:27][CH3:28])=[O:25])=[CH:22][CH:21]=1)=[N+:18]=[N-:19].[O-]CC.[Na+].O. The catalyst class is: 8. (3) Reactant: [CH3:1][N:2]([CH:10]1[CH2:13][N:12]([C:14]2[C:15]3[N:16]([CH:25]=[N:26][N:27]=3)[C:17]3[CH:23]=[C:22]([CH3:24])[CH:21]=[N:20][C:18]=3[N:19]=2)[CH2:11]1)C(=O)OC(C)(C)C. Product: [CH3:1][NH:2][CH:10]1[CH2:11][N:12]([C:14]2[C:15]3[N:16]([CH:25]=[N:26][N:27]=3)[C:17]3[CH:23]=[C:22]([CH3:24])[CH:21]=[N:20][C:18]=3[N:19]=2)[CH2:13]1. The catalyst class is: 157. (4) Reactant: [CH3:1][C:2]1[CH:3]=[C:4]([CH:9]2[C:16]3[CH:15]=[C:14]([C:17]([O:19]C)=[O:18])[NH:13][C:12]=3[CH2:11][CH2:10]2)[CH:5]=[C:6]([CH3:8])[CH:7]=1.O.[OH-].[Li+].C1COCC1. Product: [CH3:1][C:2]1[CH:3]=[C:4]([CH:9]2[C:16]3[CH:15]=[C:14]([C:17]([OH:19])=[O:18])[NH:13][C:12]=3[CH2:11][CH2:10]2)[CH:5]=[C:6]([CH3:8])[CH:7]=1. The catalyst class is: 5.